Dataset: Full USPTO retrosynthesis dataset with 1.9M reactions from patents (1976-2016). Task: Predict the reactants needed to synthesize the given product. (1) Given the product [C:35]([C:25]1[CH:24]=[C:23]([NH:22][C:20]([NH:19][C:12]2[C:13]3[C:18](=[CH:17][CH:16]=[CH:15][CH:14]=3)[C:9]([CH2:8][C:6]3[CH:5]=[CH:4][N:3]=[C:2]([NH:1][C:42]([NH:41][CH2:39][CH3:40])=[O:43])[CH:7]=3)=[CH:10][CH:11]=2)=[O:21])[N:27]([C:28]2[CH:29]=[CH:30][C:31]([CH3:34])=[CH:32][CH:33]=2)[N:26]=1)([CH3:38])([CH3:37])[CH3:36], predict the reactants needed to synthesize it. The reactants are: [NH2:1][C:2]1[CH:7]=[C:6]([CH2:8][C:9]2[C:18]3[C:13](=[CH:14][CH:15]=[CH:16][CH:17]=3)[C:12]([NH:19][C:20]([NH:22][C:23]3[N:27]([C:28]4[CH:33]=[CH:32][C:31]([CH3:34])=[CH:30][CH:29]=4)[N:26]=[C:25]([C:35]([CH3:38])([CH3:37])[CH3:36])[CH:24]=3)=[O:21])=[CH:11][CH:10]=2)[CH:5]=[CH:4][N:3]=1.[CH2:39]([N:41]=[C:42]=[O:43])[CH3:40].CN(C=O)C. (2) Given the product [CH2:1]([O:3][C:4]1[CH:9]=[C:8]([CH2:10][C:11]2[CH:16]=[CH:15][CH:14]=[CH:13][N:12]=2)[CH:7]=[CH:6][C:5]=1[CH2:17][CH2:18][CH2:19][OH:20])[CH3:2], predict the reactants needed to synthesize it. The reactants are: [CH2:1]([O:3][C:4]1[CH:9]=[C:8]([CH2:10][C:11]2[CH:16]=[CH:15][CH:14]=[CH:13][N:12]=2)[CH:7]=[CH:6][C:5]=1[CH2:17][CH2:18][C:19](OC)=[O:20])[CH3:2].[H-].[Al+3].[Li+].[H-].[H-].[H-].O.O.O.O.O.O.O.O.O.O.S([O-])([O-])(=O)=O.[Na+].[Na+]. (3) Given the product [F:22][P-:23]([F:28])([F:27])([F:26])([F:25])[F:24].[CH3:21][C:1]1[CH:6]=[C:5]([CH3:7])[CH:4]=[C:3]([CH3:8])[C:2]=1[NH+:9]1[CH:31]=[CH:30][N:11]([C:12]2[C:13]([CH3:20])=[CH:14][C:15]([CH3:19])=[CH:16][C:17]=2[CH3:18])[NH:10]1, predict the reactants needed to synthesize it. The reactants are: [C:1]1([CH3:21])[CH:6]=[C:5]([CH3:7])[CH:4]=[C:3]([CH3:8])[C:2]=1[N:9]=[N:10][NH:11][C:12]1[C:17]([CH3:18])=[CH:16][C:15]([CH3:19])=[CH:14][C:13]=1[CH3:20].[F:22][P-:23]([F:28])([F:27])([F:26])([F:25])[F:24].[K+].[CH:30](Br)=[CH2:31].ClOC(C)(C)C. (4) The reactants are: [CH3:1][C:2]1[CH:14]=[C:13]([CH2:15][CH2:16][C:17]([C:19]2[CH:24]=[CH:23][C:22]([O:25][C:26]([F:29])([F:28])[F:27])=[CH:21][CH:20]=2)=[O:18])[CH:12]=[C:11]([CH3:30])[C:3]=1[O:4][C:5]([CH3:10])([CH3:9])[C:6]([OH:8])=[O:7].[BH4-].[Na+]. Given the product [OH:18][CH:17]([C:19]1[CH:24]=[CH:23][C:22]([O:25][C:26]([F:27])([F:28])[F:29])=[CH:21][CH:20]=1)[CH2:16][CH2:15][C:13]1[CH:14]=[C:2]([CH3:1])[C:3]([O:4][C:5]([CH3:10])([CH3:9])[C:6]([OH:8])=[O:7])=[C:11]([CH3:30])[CH:12]=1, predict the reactants needed to synthesize it. (5) The reactants are: [N+:1]([C:4]1[CH:9]=[CH:8][C:7]([N:10]2[CH2:15][CH2:14][N:13]3[CH2:16][CH2:17][CH2:18][C@@H:12]3[CH2:11]2)=[CH:6][C:5]=1[O:19][CH:20]([CH3:22])[CH3:21])([O-])=O.O.NN. Given the product [CH2:11]1[N:10]([C:7]2[CH:8]=[CH:9][C:4]([NH2:1])=[C:5]([O:19][CH:20]([CH3:22])[CH3:21])[CH:6]=2)[CH2:15][CH2:14][N:13]2[CH2:16][CH2:17][CH2:18][C@H:12]12, predict the reactants needed to synthesize it. (6) Given the product [CH2:9]1[C:17]2[C:12](=[CH:13][CH:14]=[CH:15][CH:16]=2)[CH2:11][CH:10]1[NH:18][C:19]1[N:20]=[CH:21][C:22]2[CH2:28][N:27]([C:1]([O:2][CH2:3][CH2:4][CH2:5][Cl:6])=[O:7])[CH2:26][CH2:25][C:23]=2[N:24]=1, predict the reactants needed to synthesize it. The reactants are: [C:1](Cl)(=[O:7])[O:2][CH2:3][CH2:4][CH2:5][Cl:6].[CH2:9]1[C:17]2[C:12](=[CH:13][CH:14]=[CH:15][CH:16]=2)[CH2:11][CH:10]1[NH:18][C:19]1[N:20]=[CH:21][C:22]2[CH2:28][NH:27][CH2:26][CH2:25][C:23]=2[N:24]=1.C(N(CC)CC)C. (7) Given the product [OH:11][C@@H:12]([C:16]1[CH:21]=[CH:20][CH:19]=[C:18]([O:22][CH2:23][CH:24]2[CH2:29][CH2:28][O:27][CH2:26][CH2:25]2)[CH:17]=1)[CH2:13][C:14]#[N:15], predict the reactants needed to synthesize it. The reactants are: CCN(CC)CC.C(O)=O.[O:11]=[C:12]([C:16]1[CH:21]=[CH:20][CH:19]=[C:18]([O:22][CH2:23][CH:24]2[CH2:29][CH2:28][O:27][CH2:26][CH2:25]2)[CH:17]=1)[CH2:13][C:14]#[N:15]. (8) Given the product [CH2:34]([O:36][C:37](=[O:51])[CH2:38][C:39]1[CH:40]=[C:41]([C:13]2[CH:14]=[CH:15][C:16]([C:18]([F:19])([F:20])[F:21])=[CH:17][C:12]=2[CH2:11][N:10]([C:9]([O:8][CH2:1][C:2]2[CH:7]=[CH:6][CH:5]=[CH:4][CH:3]=2)=[O:33])[CH2:31][CH3:32])[C:42]([O:45][CH2:46][CH:47]2[CH2:49][CH2:48]2)=[CH:43][CH:44]=1)[CH3:35], predict the reactants needed to synthesize it. The reactants are: [CH2:1]([O:8][C:9](=[O:33])[N:10]([CH2:31][CH3:32])[CH2:11][C:12]1[CH:17]=[C:16]([C:18]([F:21])([F:20])[F:19])[CH:15]=[CH:14][C:13]=1B1OC(C)(C)C(C)(C)O1)[C:2]1[CH:7]=[CH:6][CH:5]=[CH:4][CH:3]=1.[CH2:34]([O:36][C:37](=[O:51])[CH2:38][C:39]1[CH:44]=[CH:43][C:42]([O:45][CH2:46][CH:47]2[CH2:49][CH2:48]2)=[C:41](Br)[CH:40]=1)[CH3:35]. (9) Given the product [Cl:40][C:24]1[N:23]=[C:22]([N:17]2[CH2:18][CH2:19][CH:14]([N:10]3[CH2:9][CH2:8][C:7]4[CH:20]=[C:3]([O:2][CH3:1])[CH:4]=[CH:5][C:6]=4[NH:12][C:11]3=[O:13])[CH2:15][CH2:16]2)[N:27]=[C:26]([O:28][C:29]2[CH:38]=[C:37]([CH3:39])[C:32]3[NH:33][C:34](=[O:36])[O:35][C:31]=3[CH:30]=2)[CH:25]=1, predict the reactants needed to synthesize it. The reactants are: [CH3:1][O:2][C:3]1[CH:4]=[CH:5][C:6]2[NH:12][C:11](=[O:13])[N:10]([CH:14]3[CH2:19][CH2:18][NH:17][CH2:16][CH2:15]3)[CH2:9][CH2:8][C:7]=2[CH:20]=1.Cl[C:22]1[N:27]=[C:26]([O:28][C:29]2[CH:38]=[C:37]([CH3:39])[C:32]3[NH:33][C:34](=[O:36])[O:35][C:31]=3[CH:30]=2)[CH:25]=[C:24]([Cl:40])[N:23]=1.CCN(C(C)C)C(C)C.O. (10) Given the product [Cl:1][C:2]1[CH:7]=[C:6]2[NH:8][C:9](=[O:41])[C:10]3([CH:15]([C:16]4[CH:21]=[C:20]([Cl:22])[CH:19]=[CH:18][C:17]=4[O:23][C:24]([C:27](=[O:28])[NH:50][O:49][CH3:45])([CH2:25][CH3:26])[CH2:30][CH3:31])[CH2:14][C:13](=[O:32])[NH:12][CH:11]3[C:33]3[CH:38]=[C:37]([F:39])[CH:36]=[CH:35][C:34]=3[CH3:40])[C:5]2=[CH:4][CH:3]=1, predict the reactants needed to synthesize it. The reactants are: [Cl:1][C:2]1[CH:7]=[C:6]2[NH:8][C:9](=[O:41])[C:10]3([CH:15]([C:16]4[CH:21]=[C:20]([Cl:22])[CH:19]=[CH:18][C:17]=4[O:23][C:24]([CH2:30][CH3:31])([C:27](O)=[O:28])[CH2:25][CH3:26])[CH2:14][C:13](=[O:32])[NH:12][CH:11]3[C:33]3[CH:38]=[C:37]([F:39])[CH:36]=[CH:35][C:34]=3[CH3:40])[C:5]2=[CH:4][CH:3]=1.CN([C:45]([O:49][N:50]1N=NC2C=CC=NC1=2)=[N+](C)C)C.F[P-](F)(F)(F)(F)F.CCN(C(C)C)C(C)C.CO[NH3+].[Cl-].